Dataset: Full USPTO retrosynthesis dataset with 1.9M reactions from patents (1976-2016). Task: Predict the reactants needed to synthesize the given product. (1) Given the product [Br:1][C:2]1[C:3]([NH:14][C@H:15]([C:20]([O:22][CH2:23][C:24]2[CH:25]=[CH:26][C:27]([O:30][CH3:31])=[CH:28][CH:29]=2)=[O:21])[CH2:16][CH:17]([CH3:19])[CH3:18])=[N:4][N:5]([C:7]([O:9][C:10]([CH3:11])([CH3:12])[CH3:13])=[O:8])[CH:6]=1, predict the reactants needed to synthesize it. The reactants are: [Br:1][C:2]1[C:3]([N:14](C(OCC(Cl)(Cl)Cl)=O)[C@H:15]([C:20]([O:22][CH2:23][C:24]2[CH:29]=[CH:28][C:27]([O:30][CH3:31])=[CH:26][CH:25]=2)=[O:21])[CH2:16][CH:17]([CH3:19])[CH3:18])=[N:4][N:5]([C:7]([O:9][C:10]([CH3:13])([CH3:12])[CH3:11])=[O:8])[CH:6]=1.OP([O-])(O)=O.[K+]. (2) Given the product [CH2:1]([C:8]1[CH:9]=[CH:10][C:11]([C:12]([NH:17][C@@H:18]([CH2:26][CH2:27][CH2:28][NH:29][C:30]([NH:32][S:33]([C:36]2[C:37]([CH3:50])=[C:38]3[C:43](=[C:44]([CH3:47])[C:45]=2[CH3:46])[O:42][C:41]([CH3:49])([CH3:48])[CH2:40][CH2:39]3)(=[O:34])=[O:35])=[NH:31])[C:19]([O:21][C:22]([CH3:23])([CH3:24])[CH3:25])=[O:20])=[O:14])=[CH:15][CH:16]=1)[C:2]1[CH:3]=[CH:4][CH:5]=[CH:6][CH:7]=1, predict the reactants needed to synthesize it. The reactants are: [CH2:1]([C:8]1[CH:16]=[CH:15][C:11]([C:12]([OH:14])=O)=[CH:10][CH:9]=1)[C:2]1[CH:7]=[CH:6][CH:5]=[CH:4][CH:3]=1.[NH2:17][C@@H:18]([CH2:26][CH2:27][CH2:28][NH:29][C:30]([NH:32][S:33]([C:36]1[C:37]([CH3:50])=[C:38]2[C:43](=[C:44]([CH3:47])[C:45]=1[CH3:46])[O:42][C:41]([CH3:49])([CH3:48])[CH2:40][CH2:39]2)(=[O:35])=[O:34])=[NH:31])[C:19]([O:21][C:22]([CH3:25])([CH3:24])[CH3:23])=[O:20].CN(C(ON1N=NC2C=CC=CC1=2)=[N+](C)C)C.F[P-](F)(F)(F)(F)F.CCN(C(C)C)C(C)C. (3) Given the product [CH3:23][N:24](/[CH:26]=[N:2]/[C:1]([C@H:4]1[CH2:7][C@@H:6]([NH:8][C:9](=[O:18])[O:10][CH2:11][C:12]2[CH:13]=[CH:14][CH:15]=[CH:16][CH:17]=2)[C:5]1([CH3:20])[CH3:19])=[O:3])[CH3:25], predict the reactants needed to synthesize it. The reactants are: [C:1]([C@H:4]1[CH2:7][C@@H:6]([NH:8][C:9](=[O:18])[O:10][CH2:11][C:12]2[CH:17]=[CH:16][CH:15]=[CH:14][CH:13]=2)[C:5]1([CH3:20])[CH3:19])(=[O:3])[NH2:2].CO[CH:23](OC)[N:24]([CH3:26])[CH3:25]. (4) Given the product [CH2:16]([NH:18][S:10]([CH2:9][C:6]1[CH:7]=[CH:8][C:3]([C:2]([F:15])([F:14])[F:1])=[CH:4][CH:5]=1)(=[O:12])=[O:11])[CH3:17], predict the reactants needed to synthesize it. The reactants are: [F:1][C:2]([F:15])([F:14])[C:3]1[CH:8]=[CH:7][C:6]([CH2:9][S:10](Cl)(=[O:12])=[O:11])=[CH:5][CH:4]=1.[CH2:16]([NH2:18])[CH3:17]. (5) The reactants are: [CH:1]([C:3]1[S:7][C:6]([C:8]([O:10][CH3:11])=[O:9])=[C:5]([C:12]2[CH:17]=[CH:16][CH:15]=[CH:14][CH:13]=2)[CH:4]=1)=O.[CH3:18][NH:19][CH2:20][C:21]1[CH:26]=[CH:25][CH:24]=[CH:23][CH:22]=1.C(O[BH-](OC(=O)C)OC(=O)C)(=O)C.[Na+]. Given the product [CH2:20]([N:19]([CH2:1][C:3]1[S:7][C:6]([C:8]([O:10][CH3:11])=[O:9])=[C:5]([C:12]2[CH:17]=[CH:16][CH:15]=[CH:14][CH:13]=2)[CH:4]=1)[CH3:18])[C:21]1[CH:26]=[CH:25][CH:24]=[CH:23][CH:22]=1, predict the reactants needed to synthesize it. (6) The reactants are: C1(P(C2C=CC=CC=2)C2C=CC=CC=2)C=CC=CC=1.Br[C:21]1[CH:26]=[C:25]([C@@H:27]([NH:30][S:31]([C:33]([CH3:36])([CH3:35])[CH3:34])=[O:32])[CH2:28][CH3:29])[CH:24]=[CH:23][N:22]=1.[CH3:37][N:38](C)C=O. Given the product [C:37]([C:21]1[CH:26]=[C:25]([C@@H:27]([NH:30][S:31]([C:33]([CH3:36])([CH3:35])[CH3:34])=[O:32])[CH2:28][CH3:29])[CH:24]=[CH:23][N:22]=1)#[N:38], predict the reactants needed to synthesize it. (7) Given the product [Cl:28][C:22]1[N:20]2[CH:21]=[C:16]([C:66]3[CH:71]=[CH:69][O:68][CH:67]=3)[CH:17]=[C:18]([C:29]([F:32])([F:31])[F:30])[C:19]2=[N:24][C:23]=1[C:25]([N:5]1[CH2:6][CH2:7][CH:8]([CH:60]2[NH:59][CH2:63][CH2:65][O:40]2)[CH:3]([OH:2])[CH2:4]1)=[O:27], predict the reactants needed to synthesize it. The reactants are: Cl.[OH:2][C@H:3]1[C@@H:8](N2CCOC2=O)[CH2:7][CH2:6][NH:5][CH2:4]1.Br[C:16]1[CH:17]=[C:18]([C:29]([F:32])([F:31])[F:30])[C:19]2[N:20]([C:22]([Cl:28])=[C:23]([C:25]([OH:27])=O)[N:24]=2)[CH:21]=1.CN(C([O:40]N1N=NC2C=CC=NC1=2)=[N+](C)C)C.F[P-](F)(F)(F)(F)F.CC[N:59]([CH:63]([CH3:65])C)[CH:60](C)C.[CH3:66][CH2:67][O:68][C:69]([CH3:71])=O.